From a dataset of Catalyst prediction with 721,799 reactions and 888 catalyst types from USPTO. Predict which catalyst facilitates the given reaction. (1) Reactant: ClC1C=[C:6]([O:8][CH2:9][C:10]2([C:13]([N:15]3[C:24]4[C:19](=[CH:20][CH:21]=[CH:22][CH:23]=4)[N:18]([CH:25]4[CH2:27][CH2:26]4)[CH2:17][CH2:16]3)=[O:14])[CH2:12][CH2:11]2)[C:5](Cl)=[CH:4][C:3]=1CCC(O)=O.CN(C(ON1N=N[C:44]2[CH:45]=[CH:46][CH:47]=[N:48][C:43]1=2)=[N+](C)C)C.F[P-](F)(F)(F)(F)F.CCN(C(C)C)C(C)C.CNC[C@H](O)[C@@H](O)[C@H](O)[C@H](O)CO. Product: [CH:25]1([N:18]2[C:19]3[C:24](=[CH:23][CH:22]=[CH:21][CH:20]=3)[N:15]([C:13]([C:10]3([CH2:9][O:8][C:6]4[CH:5]=[CH:4][CH:3]=[C:44]5[C:45]=4[CH:46]=[CH:47][N:48]=[CH:43]5)[CH2:12][CH2:11]3)=[O:14])[CH2:16][CH2:17]2)[CH2:27][CH2:26]1. The catalyst class is: 391. (2) Product: [OH:26][C@H:21]1[C@H:20]([NH:19][C:30]([C:2]2[C:6]3=[N:7][CH:8]=[CH:9][C:10]([CH3:11])=[C:5]3[N:4]([C:12]([O:14][C:15]([CH3:18])([CH3:17])[CH3:16])=[O:13])[CH:3]=2)=[O:48])[CH2:25][CH2:24][O:23][CH2:22]1. Reactant: I[C:2]1[C:6]2=[N:7][CH:8]=[CH:9][C:10]([CH3:11])=[C:5]2[N:4]([C:12]([O:14][C:15]([CH3:18])([CH3:17])[CH3:16])=[O:13])[CH:3]=1.[NH2:19][C@@H:20]1[CH2:25][CH2:24][O:23][CH2:22][C@H:21]1[OH:26].CC1(C)C2C(=C(P(C3C=CC=CC=3)C3C=CC=CC=3)C=CC=2)[O:48][C:30]2C(P(C3C=CC=CC=3)C3C=CC=CC=3)=CC=CC1=2. The catalyst class is: 487.